From a dataset of Peptide-MHC class I binding affinity with 185,985 pairs from IEDB/IMGT. Regression. Given a peptide amino acid sequence and an MHC pseudo amino acid sequence, predict their binding affinity value. This is MHC class I binding data. (1) The peptide sequence is AQGYKVLVL. The MHC is HLA-A02:06 with pseudo-sequence HLA-A02:06. The binding affinity (normalized) is 0. (2) The peptide sequence is MAITIGTANM. The MHC is HLA-B08:01 with pseudo-sequence HLA-B08:01. The binding affinity (normalized) is 0.310. (3) The peptide sequence is FPDIPVNNNI. The MHC is HLA-B53:01 with pseudo-sequence HLA-B53:01. The binding affinity (normalized) is 0.981. (4) The peptide sequence is KQIGGTLFE. The MHC is HLA-B53:01 with pseudo-sequence HLA-B53:01. The binding affinity (normalized) is 0.213. (5) The peptide sequence is HMLDMYSVM. The MHC is Mamu-B01 with pseudo-sequence Mamu-B01. The binding affinity (normalized) is 0.0738.